From a dataset of Full USPTO retrosynthesis dataset with 1.9M reactions from patents (1976-2016). Predict the reactants needed to synthesize the given product. (1) Given the product [NH2:21][C:9]1[N:8]=[C:7]([NH:14][CH2:15][CH2:16][CH3:17])[C:6]([C:4]([O:3][CH2:1][CH3:2])=[O:5])=[CH:11][N:10]=1, predict the reactants needed to synthesize it. The reactants are: [CH2:1]([O:3][C:4]([C:6]1[C:7]([NH:14][CH2:15][CH2:16][CH3:17])=[N:8][C:9](SC)=[N:10][CH:11]=1)=[O:5])[CH3:2].C([N:21](CC)C(C)C)(C)C.N.O. (2) Given the product [Cl:22][C:23]1[CH:24]=[C:25]([C:33]2[O:35][N:39]=[C:38]([C:40]3[CH:48]=[C:47]4[C:43]([CH:44]=[CH:45][NH:46]4)=[CH:42][CH:41]=3)[N:37]=2)[CH:26]=[N:27][C:28]=1[O:29][CH:30]([CH3:31])[CH3:32], predict the reactants needed to synthesize it. The reactants are: CCN=C=NCCCN(C)C.C1C=CC2N(O)N=NC=2C=1.[Cl:22][C:23]1[CH:24]=[C:25]([C:33]([OH:35])=O)[CH:26]=[N:27][C:28]=1[O:29][CH:30]([CH3:32])[CH3:31].O[NH:37][C:38]([C:40]1[CH:48]=[C:47]2[C:43]([CH:44]=[CH:45][NH:46]2)=[CH:42][CH:41]=1)=[NH:39].CCCC[N+](CCCC)(CCCC)CCCC.[F-]. (3) Given the product [Cl:27][C:9]1[C:8]([NH:7][C:2]([O:4][CH2:5][CH3:6])=[O:3])=[CH:13][C:12]([N:14]2[C:19](=[O:20])[CH:18]=[C:17]([C:21]([F:22])([F:24])[F:23])[NH:16][C:15]2=[O:25])=[C:11]([F:26])[CH:10]=1, predict the reactants needed to synthesize it. The reactants are: Cl[C:2]([O:4][CH2:5][CH3:6])=[O:3].[NH2:7][C:8]1[C:9]([Cl:27])=[CH:10][C:11]([F:26])=[C:12]([N:14]2[C:19](=[O:20])[CH:18]=[C:17]([C:21]([F:24])([F:23])[F:22])[NH:16][C:15]2=[O:25])[CH:13]=1. (4) Given the product [CH3:25][C:19]1[CH:20]=[C:21]([CH3:24])[CH:22]=[CH:23][C:18]=1[N:13]([CH2:14][CH:15]([CH3:17])[CH3:16])[S:10]([C:4]1[CH:5]=[CH:6][C:7]([CH:8]=[CH2:9])=[C:2]([OH:58])[CH:3]=1)(=[O:12])=[O:11], predict the reactants needed to synthesize it. The reactants are: Cl[C:2]1[CH:3]=[C:4]([S:10]([N:13]([C:18]2[CH:23]=[CH:22][C:21]([CH3:24])=[CH:20][C:19]=2[CH3:25])[CH2:14][CH:15]([CH3:17])[CH3:16])(=[O:12])=[O:11])[CH:5]=[CH:6][C:7]=1[CH:8]=[CH2:9].C(P(C(C)(C)C)C1C=CC=CC=1C1C(C(C)C)=CC(C(C)C)=CC=1C(C)C)(C)(C)C.[OH-].[K+].[O:58]1CCOCC1. (5) Given the product [NH2:22][C:4]1[N:3]=[C:2]([F:1])[N:10]=[C:9]2[C:5]=1[N:6]=[C:7]([CH2:11][C:12]1[C:20]([I:21])=[CH:19][C:15]3[O:16][CH2:17][O:18][C:14]=3[CH:13]=1)[N:8]2[CH2:24][CH2:25][CH2:26][NH:27][C:28](=[O:34])[O:29][C:30]([CH3:33])([CH3:32])[CH3:31], predict the reactants needed to synthesize it. The reactants are: [F:1][C:2]1[N:10]=[C:9]2[C:5]([N:6]=[C:7]([CH2:11][C:12]3[C:20]([I:21])=[CH:19][C:15]4[O:16][CH2:17][O:18][C:14]=4[CH:13]=3)[NH:8]2)=[C:4]([NH2:22])[N:3]=1.Br[CH2:24][CH2:25][CH2:26][NH:27][C:28](=[O:34])[O:29][C:30]([CH3:33])([CH3:32])[CH3:31].C([O-])([O-])=O.[Cs+].[Cs+]. (6) Given the product [C:1]([O:5][C:6](=[O:14])[N:7]([CH3:15])[CH:8]1[CH2:13][CH2:12][CH:11]=[CH:10][CH2:9]1)([CH3:4])([CH3:2])[CH3:3], predict the reactants needed to synthesize it. The reactants are: [C:1]([O:5][C:6](=[O:14])[NH:7][CH:8]1[CH2:13][CH2:12][CH:11]=[CH:10][CH2:9]1)([CH3:4])([CH3:3])[CH3:2].[CH3:15]I. (7) Given the product [F:10][C:9]([F:12])([F:11])[C:6]1[N:5]=[C:4]2[CH2:13][N:43]([C:42]([C:36]3[CH:41]=[CH:40][CH:39]=[CH:38][CH:37]=3)([C:50]3[CH:51]=[CH:52][CH:53]=[CH:54][CH:55]=3)[C:44]3[CH:45]=[CH:46][CH:47]=[CH:48][CH:49]=3)[CH2:2][C:3]2=[CH:8][CH:7]=1, predict the reactants needed to synthesize it. The reactants are: O[CH2:2][C:3]1[C:4]([CH2:13]O)=[N:5][C:6]([C:9]([F:12])([F:11])[F:10])=[CH:7][CH:8]=1.S(Cl)(C)(=O)=O.C(N(CC)CC)C.CCN(C(C)C)C(C)C.[C:36]1([C:42]([C:50]2[CH:55]=[CH:54][CH:53]=[CH:52][CH:51]=2)([C:44]2[CH:49]=[CH:48][CH:47]=[CH:46][CH:45]=2)[NH2:43])[CH:41]=[CH:40][CH:39]=[CH:38][CH:37]=1. (8) Given the product [N:6]1[CH:7]=[CH:8][CH:9]=[C:4]([C:3]2[N:10]=[C:21]([C:20]3[CH:19]=[C:18]([CH:26]=[CH:25][CH:24]=3)[C:16]([O:15][C:11]([CH3:14])([CH3:12])[CH3:13])=[O:17])[O:1][N:2]=2)[CH:5]=1, predict the reactants needed to synthesize it. The reactants are: [OH:1][N:2]=[C:3]([NH2:10])[C:4]1[CH:9]=[CH:8][CH:7]=[N:6][CH:5]=1.[C:11]([O:15][C:16]([C:18]1[CH:19]=[C:20]([CH:24]=[CH:25][CH:26]=1)[C:21](O)=O)=[O:17])([CH3:14])([CH3:13])[CH3:12].N. (9) Given the product [CH3:1][NH:2][C:3](=[O:39])[C:4](=[O:38])[C@@H:5]([NH:10][C:11](=[O:37])[C@@H:12]([NH:22][C:23](=[O:36])[C@@H:24]([NH:26][C:27](=[O:35])[CH2:28][N:29]1[CH2:30][CH2:31][O:32][CH2:33][CH2:34]1)[CH3:25])[CH2:13][C:14]1[CH:15]=[CH:16][C:17]([O:20][CH3:21])=[CH:18][CH:19]=1)[CH2:6][CH2:7][CH2:8][CH3:9], predict the reactants needed to synthesize it. The reactants are: [CH3:1][NH:2][C:3](=[O:39])[C@@H:4]([OH:38])[CH:5]([NH:10][C:11](=[O:37])[C@@H:12]([NH:22][C:23](=[O:36])[C@@H:24]([NH:26][C:27](=[O:35])[CH2:28][N:29]1[CH2:34][CH2:33][O:32][CH2:31][CH2:30]1)[CH3:25])[CH2:13][C:14]1[CH:19]=[CH:18][C:17]([O:20][CH3:21])=[CH:16][CH:15]=1)[CH2:6][CH2:7][CH2:8][CH3:9].CC(OI1(OC(C)=O)(OC(C)=O)OC(=O)C2C=CC=CC1=2)=O. (10) Given the product [Cl:17][C:11]1[CH:10]=[C:9]([NH:8][C:6]2[N:5]=[C:4]([NH:18][CH:19]3[CH2:25][CH2:24][CH2:23][CH2:22][CH2:21][CH2:20]3)[N:3]=[C:2]([O:33][C:28]3[CH:29]=[CH:30][CH:31]=[CH:32][C:27]=3[F:26])[N:7]=2)[CH:14]=[CH:13][C:12]=1[O:15][CH3:16], predict the reactants needed to synthesize it. The reactants are: Cl[C:2]1[N:7]=[C:6]([NH:8][C:9]2[CH:14]=[CH:13][C:12]([O:15][CH3:16])=[C:11]([Cl:17])[CH:10]=2)[N:5]=[C:4]([NH:18][CH:19]2[CH2:25][CH2:24][CH2:23][CH2:22][CH2:21][CH2:20]2)[N:3]=1.[F:26][C:27]1[CH:32]=[CH:31][CH:30]=[CH:29][C:28]=1[OH:33].C(=O)([O-])[O-].[K+].[K+].